This data is from Rat liver microsome stability data. The task is: Regression/Classification. Given a drug SMILES string, predict its absorption, distribution, metabolism, or excretion properties. Task type varies by dataset: regression for continuous measurements (e.g., permeability, clearance, half-life) or binary classification for categorical outcomes (e.g., BBB penetration, CYP inhibition). Dataset: rlm. (1) The molecule is O=C(NC1CCCc2c1cnn2-c1ccc(O)cc1)c1ccccn1. The result is 0 (unstable in rat liver microsomes). (2) The molecule is Cc1c[nH]c2ncnc(-c3ccc(NC(=O)Nc4cccc(C(=O)NC(C)C)c4)cc3)c12. The result is 0 (unstable in rat liver microsomes). (3) The compound is OC[C@H]1O[C@H](O[C@H]2O[C@H](CO)[C@@H](O)[C@H](O)[C@H]2O)[C@H](O)[C@@H](O)[C@@H]1O. The result is 0 (unstable in rat liver microsomes).